This data is from KCNQ2 potassium channel screen with 302,405 compounds. The task is: Binary Classification. Given a drug SMILES string, predict its activity (active/inactive) in a high-throughput screening assay against a specified biological target. (1) The drug is O=C1N(C2CCCCCC2)CC(C1)C(=O)NCc1cc2OCOc2cc1. The result is 0 (inactive). (2) The molecule is Clc1cc(c2oc(nn2)c2oncc2)ccc1. The result is 0 (inactive). (3) The molecule is S(=O)(=O)(c1cc2c(nc1)cccc2)c1ccccc1. The result is 0 (inactive). (4) The compound is S(c1n(c2ccc(F)cc2)c(N)cc(=O)n1)CC(=O)Nc1noc(c1)C. The result is 0 (inactive). (5) The drug is s1c(N\C=C2\C(=O)C([N+]([O-])=O)=CC=C2)c(c(c1C)C)C(OCC)=O. The result is 0 (inactive). (6) The molecule is O(\N=C1\CCN(CC1)c1ccc([N+]([O-])=O)cc1)C(=O)c1ccc(cc1)C. The result is 0 (inactive). (7) The compound is S(=O)(=O)(N(c1c(C(=O)NCc2c(cccc2)C)cccc1)C)c1ccccc1. The result is 0 (inactive).